Dataset: Peptide-MHC class I binding affinity with 185,985 pairs from IEDB/IMGT. Task: Regression. Given a peptide amino acid sequence and an MHC pseudo amino acid sequence, predict their binding affinity value. This is MHC class I binding data. (1) The binding affinity (normalized) is 0.878. The peptide sequence is VGLNYLNL. The MHC is H-2-Kb with pseudo-sequence H-2-Kb. (2) The peptide sequence is VYQRGTHPF. The MHC is HLA-B58:01 with pseudo-sequence HLA-B58:01. The binding affinity (normalized) is 0.0847.